Dataset: Full USPTO retrosynthesis dataset with 1.9M reactions from patents (1976-2016). Task: Predict the reactants needed to synthesize the given product. (1) Given the product [CH3:21][C:22]1([CH3:29])[C:26]([CH3:28])([CH3:27])[O:25][B:24]([C:2]2[C:10]3[CH:9]=[N:8][CH:7]=[N:6][C:5]=3[N:4]([S:11]([C:14]3[CH:20]=[CH:19][C:17]([CH3:18])=[CH:16][CH:15]=3)(=[O:13])=[O:12])[CH:3]=2)[O:23]1, predict the reactants needed to synthesize it. The reactants are: Br[C:2]1[C:10]2[CH:9]=[N:8][CH:7]=[N:6][C:5]=2[N:4]([S:11]([C:14]2[CH:20]=[CH:19][C:17]([CH3:18])=[CH:16][CH:15]=2)(=[O:13])=[O:12])[CH:3]=1.[CH3:21][C:22]1([CH3:29])[C:26]([CH3:28])([CH3:27])[O:25][BH:24][O:23]1.C([O-])(=O)C.[K+]. (2) Given the product [Br:1][C:2]1[CH:3]=[C:4]([CH2:8][OH:9])[CH:5]=[N:6][CH:7]=1.[Br:1][C:2]1[CH:7]=[N:6][CH:5]=[C:26]([CH2:27][O:28][CH2:29][CH3:25])[CH:3]=1, predict the reactants needed to synthesize it. The reactants are: [Br:1][C:2]1[CH:3]=[C:4]([CH2:8][OH:9])[CH:5]=[N:6][CH:7]=1.C[Si]([N-][Si](C)(C)C)(C)C.[Na+].CN(C=O)C.[CH2:25]1[CH2:29][O:28][CH2:27][CH2:26]1. (3) Given the product [CH2:26]([O:25][C:23](=[O:24])/[C:22](/[O:21][CH2:20][CH2:19][O:18][CH3:17])=[CH:13]/[C:12]1[CH:15]=[CH:16][C:9]([O:8][CH2:1][C:2]2[CH:7]=[CH:6][CH:5]=[CH:4][CH:3]=2)=[CH:10][CH:11]=1)[C:27]1[CH:32]=[CH:31][CH:30]=[CH:29][CH:28]=1, predict the reactants needed to synthesize it. The reactants are: [CH2:1]([O:8][C:9]1[CH:16]=[CH:15][C:12]([CH:13]=O)=[CH:11][CH:10]=1)[C:2]1[CH:7]=[CH:6][CH:5]=[CH:4][CH:3]=1.[CH3:17][O:18][CH2:19][CH2:20][O:21][CH2:22][C:23]([O:25][CH2:26][C:27]1[CH:32]=[CH:31][CH:30]=[CH:29][CH:28]=1)=[O:24].CC(C)([O-])C.[K+].C(O)(=O)C.C1(C)C=CC(S(O)(=O)=O)=CC=1. (4) Given the product [CH:37]1([C:40]2[CH:45]=[C:44]([C:46]3[C:54]4[C:49](=[CH:50][CH:51]=[C:52]([NH:55][C:31]([C:5]5([CH2:3][O:2][CH3:1])[CH2:9][CH2:8][N:7]([C:10](=[O:30])[CH2:11][N:12]6[CH2:17][CH:16]=[C:15]([C:18]7[CH:19]=[CH:20][C:21]([C:24]8[N:29]=[CH:28][CH:27]=[CH:26][N:25]=8)=[CH:22][CH:23]=7)[CH2:14][CH2:13]6)[CH2:6]5)=[O:32])[CH:53]=4)[N:48]([C:56]([C:57]4[CH:62]=[CH:61][CH:60]=[CH:59][CH:58]=4)([C:69]4[CH:70]=[CH:71][CH:72]=[CH:73][CH:74]=4)[C:63]4[CH:68]=[CH:67][CH:66]=[CH:65][CH:64]=4)[N:47]=3)[CH:43]=[CH:42][N:41]=2)[CH2:38][CH2:39]1, predict the reactants needed to synthesize it. The reactants are: [CH3:1][O:2][C:3]([C:5]1([CH2:31][O:32]C)[CH2:9][CH2:8][N:7]([C:10](=[O:30])[CH2:11][N:12]2[CH2:17][CH:16]=[C:15]([C:18]3[CH:23]=[CH:22][C:21]([C:24]4[N:29]=[CH:28][CH:27]=[CH:26][N:25]=4)=[CH:20][CH:19]=3)[CH2:14][CH2:13]2)[CH2:6]1)=O.[OH-].[Na+].Cl.[CH:37]1([C:40]2[CH:45]=[C:44]([C:46]3[C:54]4[C:49](=[CH:50][CH:51]=[C:52]([NH2:55])[CH:53]=4)[N:48]([C:56]([C:69]4[CH:74]=[CH:73][CH:72]=[CH:71][CH:70]=4)([C:63]4[CH:68]=[CH:67][CH:66]=[CH:65][CH:64]=4)[C:57]4[CH:62]=[CH:61][CH:60]=[CH:59][CH:58]=4)[N:47]=3)[CH:43]=[CH:42][N:41]=2)[CH2:39][CH2:38]1.CN(C(ON1N=NC2C=CC=NC1=2)=[N+](C)C)C.F[P-](F)(F)(F)(F)F.C(N(CC)CC)C. (5) Given the product [N:4]12[CH2:9][CH2:8][CH:7]([CH2:6][CH2:5]1)[C@@H:2]([NH:1][CH2:13][CH2:14][N:15]1[C:23]3[C:18](=[CH:19][CH:20]=[CH:21][C:22]=3[C:24]([O:26][CH3:27])=[O:25])[CH:17]=[CH:16]1)[CH2:3]2, predict the reactants needed to synthesize it. The reactants are: [NH2:1][C@@H:2]1[CH:7]2[CH2:8][CH2:9][N:4]([CH2:5][CH2:6]2)[CH2:3]1.[H-].[Na+].O=[CH:13][CH2:14][N:15]1[C:23]2[C:18](=[CH:19][CH:20]=[CH:21][C:22]=2[C:24]([O:26][CH3:27])=[O:25])[CH:17]=[CH:16]1.C(O[BH-](OC(=O)C)OC(=O)C)(=O)C.[Na+]. (6) Given the product [OH:28][C@@:21]1([CH2:20][NH:19][C:16]([C:4]2[C:3]3[C:7](=[CH:8][CH:9]=[CH:10][C:2]=3[Cl:1])[N:6]([CH2:11][CH2:12][CH:13]([F:14])[F:15])[CH:5]=2)=[O:18])[CH2:26][CH2:25][CH2:24][C@H:23]([CH3:27])[CH2:22]1, predict the reactants needed to synthesize it. The reactants are: [Cl:1][C:2]1[CH:10]=[CH:9][CH:8]=[C:7]2[C:3]=1[C:4]([C:16]([OH:18])=O)=[CH:5][N:6]2[CH2:11][CH2:12][CH:13]([F:15])[F:14].[NH2:19][CH2:20][C@:21]1([OH:28])[CH2:26][CH2:25][CH2:24][C@H:23]([CH3:27])[CH2:22]1.CCN(CC)CC.C1C=CC2N(O)N=NC=2C=1.C(Cl)CCl.